This data is from NCI-60 drug combinations with 297,098 pairs across 59 cell lines. The task is: Regression. Given two drug SMILES strings and cell line genomic features, predict the synergy score measuring deviation from expected non-interaction effect. (1) Drug 1: CCC1=C2CN3C(=CC4=C(C3=O)COC(=O)C4(CC)O)C2=NC5=C1C=C(C=C5)O. Drug 2: CN(C(=O)NC(C=O)C(C(C(CO)O)O)O)N=O. Cell line: UO-31. Synergy scores: CSS=11.0, Synergy_ZIP=-4.32, Synergy_Bliss=0.583, Synergy_Loewe=-9.91, Synergy_HSA=-0.323. (2) Drug 1: C1=CC(=CC=C1CCC2=CNC3=C2C(=O)NC(=N3)N)C(=O)NC(CCC(=O)O)C(=O)O. Drug 2: CC1=C(C(=CC=C1)Cl)NC(=O)C2=CN=C(S2)NC3=CC(=NC(=N3)C)N4CCN(CC4)CCO. Cell line: NCI-H322M. Synergy scores: CSS=29.4, Synergy_ZIP=-4.36, Synergy_Bliss=-0.199, Synergy_Loewe=2.21, Synergy_HSA=2.71. (3) Drug 1: C1=CC(=CC=C1CCC2=CNC3=C2C(=O)NC(=N3)N)C(=O)NC(CCC(=O)O)C(=O)O. Drug 2: CC1=C(C(CCC1)(C)C)C=CC(=CC=CC(=CC(=O)O)C)C. Cell line: 786-0. Synergy scores: CSS=18.7, Synergy_ZIP=1.75, Synergy_Bliss=0.359, Synergy_Loewe=-10.5, Synergy_HSA=-0.0752. (4) Drug 1: CC1C(C(CC(O1)OC2CC(OC(C2O)C)OC3=CC4=CC5=C(C(=O)C(C(C5)C(C(=O)C(C(C)O)O)OC)OC6CC(C(C(O6)C)O)OC7CC(C(C(O7)C)O)OC8CC(C(C(O8)C)O)(C)O)C(=C4C(=C3C)O)O)O)O. Drug 2: CCC1(CC2CC(C3=C(CCN(C2)C1)C4=CC=CC=C4N3)(C5=C(C=C6C(=C5)C78CCN9C7C(C=CC9)(C(C(C8N6C)(C(=O)OC)O)OC(=O)C)CC)OC)C(=O)OC)O.OS(=O)(=O)O. Cell line: U251. Synergy scores: CSS=39.7, Synergy_ZIP=2.66, Synergy_Bliss=2.86, Synergy_Loewe=-0.0941, Synergy_HSA=0.289.